This data is from NCI-60 drug combinations with 297,098 pairs across 59 cell lines. The task is: Regression. Given two drug SMILES strings and cell line genomic features, predict the synergy score measuring deviation from expected non-interaction effect. Drug 2: CN1C(=O)N2C=NC(=C2N=N1)C(=O)N. Synergy scores: CSS=1.22, Synergy_ZIP=-0.174, Synergy_Bliss=-0.859, Synergy_Loewe=-6.32, Synergy_HSA=-3.04. Drug 1: C1CCC(C1)C(CC#N)N2C=C(C=N2)C3=C4C=CNC4=NC=N3. Cell line: SK-OV-3.